From a dataset of Reaction yield outcomes from USPTO patents with 853,638 reactions. Predict the reaction yield, written as a fraction of the theoretical maximum amount of product (1.0 means a 100% yield; for example, 0.34 means a 34% yield). (1) The reactants are [C:1]1([CH:7]2[CH2:12][C:11](=[O:13])[CH2:10][C:9](=[O:14])[CH2:8]2)[CH:6]=[CH:5][CH:4]=[CH:3][CH:2]=1.[Br:15]Br. The catalyst is CC(O)=O. The product is [Br:15][CH:10]1[C:9](=[O:14])[CH2:8][CH:7]([C:1]2[CH:2]=[CH:3][CH:4]=[CH:5][CH:6]=2)[CH2:12][C:11]1=[O:13]. The yield is 1.00. (2) The reactants are [Br:1][C:2]1[CH:10]=[CH:9][CH:8]=[C:7]2[C:3]=1[CH:4]=[C:5]([C:11]([OH:13])=O)[NH:6]2.[NH:14]1[CH2:18][CH2:17][CH2:16][CH2:15]1.C1C=NC2N(O)N=NC=2C=1.CCN(C(C)C)C(C)C.C(Cl)CCl. The catalyst is C(#N)C.CCOC(C)=O. The product is [Br:1][C:2]1[CH:10]=[CH:9][CH:8]=[C:7]2[C:3]=1[CH:4]=[C:5]([C:11]([N:14]1[CH2:18][CH2:17][CH2:16][CH2:15]1)=[O:13])[NH:6]2. The yield is 0.670. (3) The reactants are [F:1][C:2]1[CH:7]=[C:6]([F:8])[CH:5]=[CH:4][C:3]=1[C:9]1[CH:14]=[CH:13][N:12]=[C:11]([N:15]2[CH2:20][CH2:19][N:18](C(OC(C)(C)C)=O)[CH2:17][CH2:16]2)[N:10]=1.C(OCC)(=O)C.Cl. The catalyst is C(OCC)(=O)C. The product is [F:1][C:2]1[CH:7]=[C:6]([F:8])[CH:5]=[CH:4][C:3]=1[C:9]1[CH:14]=[CH:13][N:12]=[C:11]([N:15]2[CH2:16][CH2:17][NH:18][CH2:19][CH2:20]2)[N:10]=1. The yield is 0.800. (4) The reactants are [C:1]([NH2:10])(=[O:9])[C:2]1[C:3](=[CH:5][CH:6]=[CH:7][CH:8]=1)[NH2:4].[OH:11][CH2:12][CH2:13][N:14]([CH2:23][CH2:24][OH:25])[C:15]1[CH:22]=[CH:21][C:18]([CH:19]=O)=[CH:17][CH:16]=1.COC1C=C(OC)C=C2C=1C(=O)NC(C1C=CC=CN=1)=N2. No catalyst specified. The product is [OH:11][CH2:12][CH2:13][N:14]([CH2:23][CH2:24][OH:25])[C:15]1[CH:22]=[CH:21][C:18]([C:19]2[NH:10][C:1](=[O:9])[C:2]3[C:3](=[CH:5][CH:6]=[CH:7][CH:8]=3)[N:4]=2)=[CH:17][CH:16]=1. The yield is 0.420. (5) The reactants are [Cl:1][C:2]1[CH:33]=[CH:32][C:5]([CH2:6][N:7]2[C:12](=[N:13][C:14]3[CH:19]=[CH:18][C:17]([O:20][CH:21]([CH3:23])[CH3:22])=[C:16]([F:24])[CH:15]=3)[NH:11][C:10](=[O:25])[N:9]([CH2:26][CH2:27][C:28](=O)[NH2:29])[C:8]2=[O:31])=[CH:4][CH:3]=1.COC(OC)[N:37]([CH3:39])C.C(O)(=O)C.O.[NH2:47]N. The catalyst is O. The product is [Cl:1][C:2]1[CH:3]=[CH:4][C:5]([CH2:6][N:7]2[C:12](=[N:13][C:14]3[CH:19]=[CH:18][C:17]([O:20][CH:21]([CH3:23])[CH3:22])=[C:16]([F:24])[CH:15]=3)[NH:11][C:10](=[O:25])[N:9]([CH2:26][CH2:27][C:28]3[NH:29][N:37]=[CH:39][N:47]=3)[C:8]2=[O:31])=[CH:32][CH:33]=1. The yield is 0.480. (6) The reactants are [CH3:1][O:2][C:3]([CH3:8])([CH3:7])[CH2:4][CH2:5][OH:6].[CH:9](=[O:13])/[CH:10]=[CH:11]/[CH3:12]. No catalyst specified. The product is [CH3:1][O:2][C:3]([CH3:8])([CH3:7])[CH2:4][CH2:5][O:6][CH:11]([CH3:12])[CH2:10][CH:9]=[O:13]. The yield is 0.204.